The task is: Predict the reactants needed to synthesize the given product.. This data is from Full USPTO retrosynthesis dataset with 1.9M reactions from patents (1976-2016). (1) Given the product [O:1]=[C:2]1[C:10]2([CH2:14][O:13][C:12]3[CH:15]=[C:16]4[C:20](=[CH:21][C:11]2=3)[CH2:19][CH2:18][O:17]4)[C:9]2[C:4](=[CH:5][CH:6]=[CH:7][CH:8]=2)[N:3]1[CH2:22][C:23]([NH2:40])=[O:24], predict the reactants needed to synthesize it. The reactants are: [O:1]=[C:2]1[C:10]2([CH2:14][O:13][C:12]3[CH:15]=[C:16]4[C:20](=[CH:21][C:11]2=3)[CH2:19][CH2:18][O:17]4)[C:9]2[C:4](=[CH:5][CH:6]=[CH:7][CH:8]=2)[N:3]1[CH2:22][C:23](O)=[O:24].N.O1CCOCC1.F[P-](F)(F)(F)(F)F.[N:40]1(OC(N(C)C)=[N+](C)C)C2N=CC=CC=2N=N1. (2) Given the product [CH2:1]([O:8][C:9]1[CH:14]=[C:13]([B:23]2[O:24][C:25]([CH3:27])([CH3:26])[C:21]([CH3:37])([CH3:20])[O:22]2)[CH:12]=[CH:11][C:10]=1[C:16]([CH3:19])([CH3:18])[CH3:17])[C:2]1[CH:7]=[CH:6][CH:5]=[CH:4][CH:3]=1, predict the reactants needed to synthesize it. The reactants are: [CH2:1]([O:8][C:9]1[CH:14]=[C:13](Br)[CH:12]=[CH:11][C:10]=1[C:16]([CH3:19])([CH3:18])[CH3:17])[C:2]1[CH:7]=[CH:6][CH:5]=[CH:4][CH:3]=1.[CH3:20][C:21]1([CH3:37])[C:25]([CH3:27])([CH3:26])[O:24][B:23]([B:23]2[O:24][C:25]([CH3:27])([CH3:26])[C:21]([CH3:37])([CH3:20])[O:22]2)[O:22]1.CC([O-])=O.[K+].N#N.C1(P(C2CCCCC2)C2CCCCC2)CCCCC1.